This data is from Retrosynthesis with 50K atom-mapped reactions and 10 reaction types from USPTO. The task is: Predict the reactants needed to synthesize the given product. (1) Given the product Cc1onc(-c2cc(I)ccc2F)c1C(=O)O, predict the reactants needed to synthesize it. The reactants are: CCOC(=O)c1c(-c2cc(I)ccc2F)noc1C. (2) The reactants are: CC(c1cccc(-c2ccccc2CN)c1)N(C(=O)Cc1ccc(Cl)cc1)C1CCN(Cc2ccccc2)CC1.NC(=O)CCl. Given the product CC(c1cccc(-c2ccccc2CNCC(N)=O)c1)N(C(=O)Cc1ccc(Cl)cc1)C1CCN(Cc2ccccc2)CC1, predict the reactants needed to synthesize it.